From a dataset of Forward reaction prediction with 1.9M reactions from USPTO patents (1976-2016). Predict the product of the given reaction. (1) Given the reactants [H-].[Na+].[CH2:3]([OH:7])[CH:4](C)[CH3:5].BrC[C:10](=[O:17])[CH2:11][C:12]([O:14][CH2:15][CH3:16])=[O:13].[CH2:18]1COCC1, predict the reaction product. The product is: [CH2:15]([O:14][C:12](=[O:13])[CH2:11][C:10]([O:7][CH:3]([CH3:18])[CH2:4][CH3:5])=[O:17])[CH3:16]. (2) Given the reactants [Si]([O:8][CH2:9][CH2:10][O:11][C:12]1[CH:13]=[CH:14][C:15]([C:27]2[NH:36][C:35](=[O:37])[C:34]3[C:29](=[CH:30][C:31]([O:40][CH3:41])=[CH:32][C:33]=3[O:38][CH3:39])[N:28]=2)=[N:16][C:17]=1[C:18]1[CH:23]=[CH:22][C:21]([S:24]([CH3:26])=[O:25])=[CH:20][CH:19]=1)(C(C)(C)C)(C)C.CCCC[N+](CCCC)(CCCC)CCCC.[F-], predict the reaction product. The product is: [OH:8][CH2:9][CH2:10][O:11][C:12]1[CH:13]=[CH:14][C:15]([C:27]2[NH:36][C:35](=[O:37])[C:34]3[C:29](=[CH:30][C:31]([O:40][CH3:41])=[CH:32][C:33]=3[O:38][CH3:39])[N:28]=2)=[N:16][C:17]=1[C:18]1[CH:23]=[CH:22][C:21]([S:24]([CH3:26])=[O:25])=[CH:20][CH:19]=1.